This data is from Forward reaction prediction with 1.9M reactions from USPTO patents (1976-2016). The task is: Predict the product of the given reaction. Given the reactants CC(C)([O-])C.[Na+].Cl[C:8]1[CH:21]=[C:20]([F:22])[CH:19]=[CH:18][C:9]=1[NH:10][C:11]1[CH:16]=[CH:15][C:14]([F:17])=[CH:13][CH:12]=1.F[B-](F)(F)F.C([PH+](C(C)(C)C)C(C)(C)C)(C)(C)C.Cl, predict the reaction product. The product is: [F:22][C:20]1[CH:21]=[CH:8][C:9]2[NH:10][C:11]3[C:16]([C:18]=2[CH:19]=1)=[CH:15][C:14]([F:17])=[CH:13][CH:12]=3.